From a dataset of Full USPTO retrosynthesis dataset with 1.9M reactions from patents (1976-2016). Predict the reactants needed to synthesize the given product. (1) Given the product [F:37][C:20]1([F:19])[C:28]2[C:23](=[CH:24][CH:25]=[C:26]([F:35])[C:27]=2[CH:29]([OH:34])[C:30]([F:33])([F:32])[F:31])[NH:22][C:21]1=[O:36], predict the reactants needed to synthesize it. The reactants are: FC1(F)C2C(=CC=CC=2C(=O)C(F)(F)F)NC1=O.[F:19][C:20]1([F:37])[C:28]2[C:23](=[CH:24][CH:25]=[C:26]([F:35])[C:27]=2[C:29](=[O:34])[C:30]([F:33])([F:32])[F:31])[NH:22][C:21]1=[O:36]. (2) Given the product [ClH:28].[CH2:18]([O:17][C:11]1[CH:12]=[C:13]2[C:8](=[C:9]([N:19]3[CH2:20][CH2:21][N:22]([CH3:25])[CH2:23][CH2:24]3)[CH:10]=1)[O:7][C:6]([C:4]([OH:3])=[O:5])=[CH:15][C:14]2=[O:16])[CH3:26], predict the reactants needed to synthesize it. The reactants are: C([O:3][C:4]([C:6]1[O:7][C:8]2[C:13]([C:14](=[O:16])[CH:15]=1)=[CH:12][C:11]([O:17][CH3:18])=[CH:10][C:9]=2[N:19]1[CH2:24][CH2:23][N:22]([CH3:25])[CH2:21][CH2:20]1)=[O:5])C.[CH3:26]O.[ClH:28]. (3) Given the product [N:24]1([CH2:31][CH2:32][N:33]2[CH2:34][CH2:35][CH:36]([NH:39][C:17]([C:11]3[NH:12][C:13]4[C:9]([CH:10]=3)=[C:8]([O:7][C:3]3[CH:2]=[C:1]([CH3:20])[CH:6]=[CH:5][CH:4]=3)[CH:16]=[CH:15][CH:14]=4)=[O:19])[CH2:37][CH2:38]2)[CH2:30][CH2:29][CH2:28][CH2:27][CH2:26][CH2:25]1, predict the reactants needed to synthesize it. The reactants are: [C:1]1([CH3:20])[CH:6]=[CH:5][CH:4]=[C:3]([O:7][C:8]2[CH:16]=[CH:15][CH:14]=[C:13]3[C:9]=2[CH:10]=[C:11]([C:17]([OH:19])=O)[NH:12]3)[CH:2]=1.Cl.Cl.Cl.[N:24]1([CH2:31][CH2:32][N:33]2[CH2:38][CH2:37][CH:36]([NH2:39])[CH2:35][CH2:34]2)[CH2:30][CH2:29][CH2:28][CH2:27][CH2:26][CH2:25]1. (4) Given the product [Cl:1][C:2]1[CH:7]=[CH:6][CH:5]=[C:4]([O:8][CH3:9])[C:3]=1[NH2:10], predict the reactants needed to synthesize it. The reactants are: [Cl:1][C:2]1[CH:7]=[CH:6][CH:5]=[C:4]([O:8][CH3:9])[C:3]=1[NH:10]C(=O)C(C)(C)C.Cl.[NH4+].[OH-]. (5) Given the product [CH3:24][O:23][C:21](=[O:22])[CH2:20][N:10]1[C:11](=[O:19])[N:12]([CH2:13][CH2:14][C:15]([F:18])([F:17])[F:16])[C:8]([C:5]2[CH:4]=[CH:3][C:2]([Cl:1])=[CH:7][CH:6]=2)=[N:9]1, predict the reactants needed to synthesize it. The reactants are: [Cl:1][C:2]1[CH:7]=[CH:6][C:5]([C:8]2[N:12](/[CH:13]=[CH:14]/[C:15]([F:18])([F:17])[F:16])[C:11](=[O:19])[N:10]([CH2:20][C:21]([O:23][CH3:24])=[O:22])[N:9]=2)=[CH:4][CH:3]=1. (6) Given the product [CH2:1]([C:3]1[N:7]([C:8]2[N:16]=[C:15]3[C:11]([N:12]=[C:13]([CH2:18][N:30]4[CH2:31][CH:32]([N:34]5[CH2:39][CH2:38][N:37]([CH3:40])[C:36](=[O:41])[CH2:35]5)[CH2:33]4)[N:14]3[CH3:17])=[C:10]([N:20]3[CH2:25][CH2:24][O:23][CH2:22][CH2:21]3)[N:9]=2)[C:6]2[CH:26]=[CH:27][CH:28]=[CH:29][C:5]=2[N:4]=1)[CH3:2], predict the reactants needed to synthesize it. The reactants are: [CH2:1]([C:3]1[N:7]([C:8]2[N:16]=[C:15]3[C:11]([N:12]=[C:13]([CH:18]=O)[N:14]3[CH3:17])=[C:10]([N:20]3[CH2:25][CH2:24][O:23][CH2:22][CH2:21]3)[N:9]=2)[C:6]2[CH:26]=[CH:27][CH:28]=[CH:29][C:5]=2[N:4]=1)[CH3:2].[NH:30]1[CH2:33][CH:32]([N:34]2[CH2:39][CH2:38][N:37]([CH3:40])[C:36](=[O:41])[CH2:35]2)[CH2:31]1.C(O[BH-](OC(=O)C)OC(=O)C)(=O)C.[Na+]. (7) Given the product [CH:25]1([C:2]2[CH:3]=[N:4][C:5]([C:8]([NH:10][C@H:11]3[CH2:15][CH2:14][N:13]([C:16]4[C:17]5[N:18]([CH:22]=[CH:23][CH:24]=5)[CH:19]=[CH:20][N:21]=4)[CH2:12]3)=[O:9])=[N:6][CH:7]=2)[CH2:27][CH2:26]1, predict the reactants needed to synthesize it. The reactants are: Br[C:2]1[CH:3]=[N:4][C:5]([C:8]([NH:10][C@H:11]2[CH2:15][CH2:14][N:13]([C:16]3[C:17]4[N:18]([CH:22]=[CH:23][CH:24]=4)[CH:19]=[CH:20][N:21]=3)[CH2:12]2)=[O:9])=[N:6][CH:7]=1.[CH:25]1(B2OC(C)(C)C(C)(C)O2)[CH2:27][CH2:26]1.C1(P(C2CCCCC2)C2CCCCC2)CCCCC1.[O-]P([O-])([O-])=O.[K+].[K+].[K+].